From a dataset of Catalyst prediction with 721,799 reactions and 888 catalyst types from USPTO. Predict which catalyst facilitates the given reaction. (1) Reactant: OC(C(F)(F)F)=O.[NH2:8][CH:9]([CH:27]1[CH2:32][CH2:31][CH2:30][CH2:29][CH2:28]1)[C:10]([NH:12][CH:13]([CH:16]([C:18]1[O:19][C:20]2[CH:26]=[CH:25][CH:24]=[CH:23][C:21]=2[N:22]=1)[OH:17])[CH2:14][CH3:15])=[O:11].[Cl:33][C:34]1[CH:39]=[CH:38][CH:37]=[CH:36][C:35]=1[C:40]1[CH:45]=[CH:44][C:43]([C:46](O)=[O:47])=[CH:42][CH:41]=1.C1C=CC2N(O)N=NC=2C=1.C(Cl)CCl.CN1CCOCC1. Product: [O:19]1[C:20]2[CH:26]=[CH:25][CH:24]=[CH:23][C:21]=2[N:22]=[C:18]1[CH:16]([OH:17])[CH:13]([NH:12][C:10]([CH:9]([NH:8][C:46]([C:43]1[CH:42]=[CH:41][C:40]([C:35]2[CH:36]=[CH:37][CH:38]=[CH:39][C:34]=2[Cl:33])=[CH:45][CH:44]=1)=[O:47])[CH:27]1[CH2:32][CH2:31][CH2:30][CH2:29][CH2:28]1)=[O:11])[CH2:14][CH3:15]. The catalyst class is: 2. (2) Reactant: [C:1]([S:14]([NH:17][CH3:18])(=[O:16])=[O:15])([C:4]([C:7]([C:10]([F:13])([F:12])[F:11])([F:9])[F:8])([F:6])[F:5])([F:3])[F:2].C[O-].[Na+].[CH2:22]([CH:24]1[O:26][CH2:25]1)Cl. Product: [CH3:18][N:17]([CH2:22][CH:24]1[CH2:25][O:26]1)[S:14]([C:1]([F:3])([F:2])[C:4]([F:6])([F:5])[C:7]([F:9])([F:8])[C:10]([F:13])([F:11])[F:12])(=[O:15])=[O:16]. The catalyst class is: 5.